This data is from Experimentally validated miRNA-target interactions with 360,000+ pairs, plus equal number of negative samples. The task is: Binary Classification. Given a miRNA mature sequence and a target amino acid sequence, predict their likelihood of interaction. The miRNA is mmu-miR-7116-3p with sequence UUUUUUUCCUUUGCCUUCUCAG. The protein sequence of the target gene is MDKYDDLGLEASKFIEDLNMYEASKDGLFRVDKGAGNNPEFEETRRVFATKMAKIHLQQQQQQQLLQEEALPRAGRSPVNGGNRQGASGKLAADGAAKPPLAVPTVAPGLATTTAAAQPSYPSQEQRIRPSAHGARPGSQNCGSREGPVSSQRPALHGLSPSCEDPSCLTHGDYYDNFSLASPQWGDKPEGCPSVSLGVGSGWPGCPGNDSTLPKSCGDHHPYQPQLSTVCSGRSFESGISGQDGGIGGHSSEKPTGLWSTASSQRVNLGFSSMGLENGTSAQPKGTTVSAPMVPSSASQ.... Result: 0 (no interaction).